From a dataset of Catalyst prediction with 721,799 reactions and 888 catalyst types from USPTO. Predict which catalyst facilitates the given reaction. (1) Reactant: Br[CH2:2][CH:3]1[CH2:7][N:6]([C:8]2[CH:13]=[CH:12][C:11]([F:14])=[CH:10][CH:9]=2)[C:5](=[O:15])[CH2:4]1.[CH3:16][C:17]1[S:18][C:19]2[CH:25]=[CH:24][C:23]([O:26][CH2:27][C@H:28]([OH:36])[CH2:29][N:30]3[CH2:35][CH2:34][NH:33][CH2:32][CH2:31]3)=[CH:22][C:20]=2[N:21]=1.Cl.C(=O)([O-])[O-].[K+].[K+]. Product: [OH:36][C@@H:28]([CH2:27][O:26][C:23]1[CH:24]=[CH:25][C:19]2[S:18][C:17]([CH3:16])=[N:21][C:20]=2[CH:22]=1)[CH2:29][N:30]1[CH2:31][CH2:32][N:33]([CH2:2][CH:3]2[CH2:7][N:6]([C:8]3[CH:13]=[CH:12][C:11]([F:14])=[CH:10][CH:9]=3)[C:5](=[O:15])[CH2:4]2)[CH2:34][CH2:35]1. The catalyst class is: 3. (2) Reactant: [Br:1][C:2]1[CH:3]=[C:4]([CH:8]2[CH2:13][CH2:12][N:11]([C:14]([O:16][C:17]([CH3:20])([CH3:19])[CH3:18])=[O:15])[CH2:10][CH:9]2[OH:21])[CH:5]=[CH:6][CH:7]=1.Br[CH2:23][C:24]1[CH:33]=[CH:32][C:31]2[C:26](=[CH:27][CH:28]=[CH:29][CH:30]=2)[CH:25]=1.[H-].[Na+]. Product: [Br:1][C:2]1[CH:3]=[C:4]([CH:8]2[CH2:13][CH2:12][N:11]([C:14]([O:16][C:17]([CH3:18])([CH3:20])[CH3:19])=[O:15])[CH2:10][CH:9]2[O:21][CH2:23][C:24]2[CH:33]=[CH:32][C:31]3[C:26](=[CH:27][CH:28]=[CH:29][CH:30]=3)[CH:25]=2)[CH:5]=[CH:6][CH:7]=1. The catalyst class is: 9. (3) Reactant: O.[C:2]([OH:14])(=[O:13])[CH2:3][C:4]([CH2:9][C:10]([OH:12])=[O:11])([C:6]([OH:8])=[O:7])[OH:5].O.O.C([O-])(=O)CC(CC([O-])=O)(C([O-])=O)O.[Na+].[Na+].[Na+].[OH-].[Na+]. Product: [C:2]([OH:14])(=[O:13])[CH2:3][C:4]([CH2:9][C:10]([OH:12])=[O:11])([C:6]([OH:8])=[O:7])[OH:5]. The catalyst class is: 6. (4) Reactant: [H-].[Na+].[O:3]1[C:7]2([CH2:12][CH2:11][CH:10]([OH:13])[CH2:9][CH2:8]2)[O:6][CH2:5][CH2:4]1.Br[CH2:15][C:16]1[C:17]([C:24]2[C:29]([Cl:30])=[CH:28][CH:27]=[CH:26][C:25]=2[Cl:31])=[N:18][O:19][C:20]=1[CH:21]1[CH2:23][CH2:22]1. Product: [O:3]1[C:7]2([CH2:12][CH2:11][CH:10]([O:13][CH2:15][C:16]3[C:17]([C:24]4[C:25]([Cl:31])=[CH:26][CH:27]=[CH:28][C:29]=4[Cl:30])=[N:18][O:19][C:20]=3[CH:21]3[CH2:23][CH2:22]3)[CH2:9][CH2:8]2)[O:6][CH2:5][CH2:4]1. The catalyst class is: 10. (5) Reactant: [O:1]=[S:2]1(=[O:54])[CH2:7][CH2:6][N:5]([CH2:8][CH2:9][NH:10][C@:11]23[CH2:46][CH2:45][C@@H:44]([CH:47]([NH:49][C:50]([O:52][CH3:53])=[O:51])[CH3:48])[C@@H:12]2[C@@H:13]2[C@@:26]([CH3:29])([CH2:27][CH2:28]3)[C@@:25]3([CH3:30])[C@@H:16]([C@:17]4([CH3:43])[C@@H:22]([CH2:23][CH2:24]3)[C:21]([CH3:32])([CH3:31])[C:20]([C:33]3[CH:42]=[CH:41][C:36]([C:37]([O:39]C)=[O:38])=[CH:35][CH:34]=3)=[CH:19][CH2:18]4)[CH2:15][CH2:14]2)[CH2:4][CH2:3]1.O=S1(=O)CCN(CCN[C@]23CC[C@@H](C(N[C:104](=[O:109])[C:105]([F:108])([F:107])[F:106])C)[C@@H]2[C@@H]2[C@@](C)(CC3)[C@@]3(C)[C@@H]([C@]4(C)[C@@H](CC3)C(C)(C)C(C3C=CC(C(OC)=O)=CC=3)=CC4)CC2)CC1.O.[OH-].[Li+]. Product: [O:54]=[S:2]1(=[O:1])[CH2:7][CH2:6][N:5]([CH2:8][CH2:9][NH:10][C@:11]23[CH2:46][CH2:45][C@@H:44]([CH:47]([NH:49][C:50]([O:52][CH3:53])=[O:51])[CH3:48])[C@@H:12]2[C@@H:13]2[C@@:26]([CH3:29])([CH2:27][CH2:28]3)[C@@:25]3([CH3:30])[C@@H:16]([C@:17]4([CH3:43])[C@@H:22]([CH2:23][CH2:24]3)[C:21]([CH3:31])([CH3:32])[C:20]([C:33]3[CH:34]=[CH:35][C:36]([C:37]([OH:39])=[O:38])=[CH:41][CH:42]=3)=[CH:19][CH2:18]4)[CH2:15][CH2:14]2)[CH2:4][CH2:3]1.[C:104]([OH:109])([C:105]([F:108])([F:107])[F:106])=[O:1]. The catalyst class is: 83.